Dataset: Peptide-MHC class II binding affinity with 134,281 pairs from IEDB. Task: Regression. Given a peptide amino acid sequence and an MHC pseudo amino acid sequence, predict their binding affinity value. This is MHC class II binding data. (1) The peptide sequence is YASGKVWGQKYFKGN. The MHC is HLA-DPA10201-DPB10501 with pseudo-sequence HLA-DPA10201-DPB10501. The binding affinity (normalized) is 0.0801. (2) The peptide sequence is PARLFKAFVLDSDNL. The MHC is DRB1_1101 with pseudo-sequence DRB1_1101. The binding affinity (normalized) is 0.361. (3) The peptide sequence is CQFLKVEKSQLLNEF. The MHC is DRB5_0101 with pseudo-sequence DRB5_0101. The binding affinity (normalized) is 0.718. (4) The peptide sequence is ASIAARGYISTRVGM. The MHC is DRB1_0701 with pseudo-sequence DRB1_0701. The binding affinity (normalized) is 0.533.